Predict which catalyst facilitates the given reaction. From a dataset of Catalyst prediction with 721,799 reactions and 888 catalyst types from USPTO. (1) Reactant: Br[C:2]1[CH:7]=[CH:6][N:5]=[CH:4][CH:3]=1.[NH:8]1[CH2:14][CH2:13][CH2:12][NH:11][CH2:10][CH2:9]1.[OH-].[Na+]. Product: [N:5]1[CH:6]=[CH:7][C:2]([N:8]2[CH2:14][CH2:13][CH2:12][NH:11][CH2:10][CH2:9]2)=[CH:3][CH:4]=1. The catalyst class is: 6. (2) The catalyst class is: 118. Product: [CH2:38]([NH:11][C:12]([NH:14][C:15]1[N:37]=[C:18]2[CH:19]=[C:20]([C:31]3[CH:32]=[N:33][CH:34]=[CH:35][CH:36]=3)[CH:21]=[C:22]([NH:23][CH:24]3[CH2:29][CH2:28][N:27]([CH3:30])[CH2:26][CH2:25]3)[N:17]2[N:16]=1)=[O:13])[CH3:39]. Reactant: S([NH:11][C:12]([NH:14][C:15]1[N:37]=[C:18]2[CH:19]=[C:20]([C:31]3[CH:32]=[N:33][CH:34]=[CH:35][CH:36]=3)[CH:21]=[C:22]([NH:23][CH:24]3[CH2:29][CH2:28][N:27]([CH3:30])[CH2:26][CH2:25]3)[N:17]2[N:16]=1)=[O:13])(C1C=CC(C)=CC=1)(=O)=O.[CH2:38](N)[CH3:39].CCN(CC)CC. (3) Reactant: CC[O-].[Na+].[C:5]([O:13][CH2:14][CH3:15])(=[O:12])[CH2:6][C:7]([O:9][CH2:10][CH3:11])=[O:8].Br[CH2:17][CH2:18][CH:19]=[CH2:20]. Product: [CH2:14]([O:13][C:5](=[O:12])[CH:6]([CH2:20][CH2:19][CH:18]=[CH2:17])[C:7]([O:9][CH2:10][CH3:11])=[O:8])[CH3:15]. The catalyst class is: 14. (4) Reactant: [CH3:1][N:2]1[CH:6]=[C:5]([C:7](O)=[O:8])[C:4]([CH3:10])=[N:3]1.C(Cl)(=O)C([Cl:14])=O.CN(C)C=O. Product: [CH3:1][N:2]1[CH:6]=[C:5]([C:7]([Cl:14])=[O:8])[C:4]([CH3:10])=[N:3]1. The catalyst class is: 7. (5) Reactant: [CH3:1][NH2:2].C(O)C.Br[CH2:7][C:8]1[CH:13]=[CH:12][C:11]([C:14]2[O:18][C:17]([C:19]3[C:20]([NH2:37])=[N:21][CH:22]=[C:23]([C:25]4[CH:30]=[CH:29][C:28]([S:31]([CH:34]([CH3:36])[CH3:35])(=[O:33])=[O:32])=[CH:27][CH:26]=4)[N:24]=3)=[N:16][N:15]=2)=[CH:10][CH:9]=1.C([O-])([O-])=O.[K+].[K+]. Product: [CH:34]([S:31]([C:28]1[CH:29]=[CH:30][C:25]([C:23]2[N:24]=[C:19]([C:17]3[O:18][C:14]([C:11]4[CH:10]=[CH:9][C:8]([CH2:7][NH:2][CH3:1])=[CH:13][CH:12]=4)=[N:15][N:16]=3)[C:20]([NH2:37])=[N:21][CH:22]=2)=[CH:26][CH:27]=1)(=[O:33])=[O:32])([CH3:35])[CH3:36]. The catalyst class is: 61. (6) Reactant: C(OC([N:8]1[CH2:13][CH2:12][N:11]([CH2:14][CH2:15][O:16][C:17]2[CH:22]=[CH:21][CH:20]=[CH:19][C:18]=2[F:23])[CH2:10][CH2:9]1)=O)(C)(C)C.FC(F)(F)C(O)=O. Product: [F:23][C:18]1[CH:19]=[CH:20][CH:21]=[CH:22][C:17]=1[O:16][CH2:15][CH2:14][N:11]1[CH2:10][CH2:9][NH:8][CH2:13][CH2:12]1. The catalyst class is: 4. (7) The catalyst class is: 6. Reactant: [N+](N[C:5]1C=[CH:9][CH:8]=[CH:7][CH:6]=1)([O-])=O.Cl.[N:12]([O-:14])=[O:13].[Na+].[C:16](=[O:19])(O)[O-].[Na+].[CH3:21][S-:22].[Na+]. Product: [CH3:21][S:22][C:9]1[CH:8]=[CH:7][CH:6]=[C:5]([N+:12]([O-:14])=[O:13])[C:16]=1[OH:19].